This data is from Forward reaction prediction with 1.9M reactions from USPTO patents (1976-2016). The task is: Predict the product of the given reaction. (1) The product is: [CH:34]1([C:37]2[CH:42]=[C:41]([CH2:43][N:17]3[CH2:18][C:19]4([CH2:23][C:22]([C@H:24]5[CH2:25][CH2:26][C@H:27]([C:30]([O:32][CH3:33])=[O:31])[CH2:28][CH2:29]5)=[N:21][O:20]4)[CH2:16]3)[CH:40]=[C:39]([O:45][CH2:46][CH3:47])[C:38]=2[C:48]2[CH:49]=[CH:50][C:51]([F:54])=[CH:52][CH:53]=2)[CH2:36][CH2:35]1. Given the reactants C(O[BH-](OC(=O)C)OC(=O)C)(=O)C.[Na+].Cl.[CH2:16]1[C:19]2([CH2:23][C:22]([C@H:24]3[CH2:29][CH2:28][C@H:27]([C:30]([O:32][CH3:33])=[O:31])[CH2:26][CH2:25]3)=[N:21][O:20]2)[CH2:18][NH:17]1.[CH:34]1([C:37]2[CH:42]=[C:41]([CH:43]=O)[CH:40]=[C:39]([O:45][CH2:46][CH3:47])[C:38]=2[C:48]2[CH:53]=[CH:52][C:51]([F:54])=[CH:50][CH:49]=2)[CH2:36][CH2:35]1.C(=O)([O-])O.[Na+], predict the reaction product. (2) The product is: [CH3:3][O:4][C@@H:5]([CH3:19])[CH2:6][N:7]1[CH2:11][C@@H:10]([C:12]2[CH:17]=[CH:16][CH:15]=[CH:14][CH:13]=2)[C@H:9]([NH:18][C:41]([NH:40][C:39]2[N:35]([C:29]3[CH:30]=[CH:31][CH:32]=[CH:33][CH:34]=3)[N:36]=[C:37]3[CH2:52][CH2:51][CH2:50][C:38]=23)=[O:42])[CH2:8]1. Given the reactants Cl.Cl.[CH3:3][O:4][C@@H:5]([CH3:19])[CH2:6][N:7]1[CH2:11][C@@H:10]([C:12]2[CH:17]=[CH:16][CH:15]=[CH:14][CH:13]=2)[C@H:9]([NH2:18])[CH2:8]1.CCN(C(C)C)C(C)C.[C:29]1([N:35]2[C:39]([NH:40][C:41](=O)[O:42]C3C=CC=CC=3)=[C:38]3[CH2:50][CH2:51][CH2:52][C:37]3=[N:36]2)[CH:34]=[CH:33][CH:32]=[CH:31][CH:30]=1.O, predict the reaction product. (3) Given the reactants OC(C(F)(F)F)=O.[N:8]1([CH2:14][C:15]2[N:16]=[N:17][C:18]3[C:19](=[C:21]([NH2:26])[N:22]=[C:23]([NH2:25])[N:24]=3)[N:20]=2)[CH2:13][CH2:12][NH:11][CH2:10][CH2:9]1.[C:27]([C:29]1[CH:30]=[C:31]([CH:34]=[CH:35][CH:36]=1)[CH2:32]Br)#[N:28].C(=O)([O-])[O-].[K+].[K+].CC#N.O, predict the reaction product. The product is: [C:27]([C:29]1[CH:30]=[C:31]([CH:34]=[CH:35][CH:36]=1)[CH2:32][N:11]1[CH2:12][CH2:13][N:8]([CH2:14][C:15]2[N:16]=[N:17][C:18]3[C:19](=[C:21]([NH2:26])[N:22]=[C:23]([NH2:25])[N:24]=3)[N:20]=2)[CH2:9][CH2:10]1)#[N:28]. (4) Given the reactants C(N(CC)CC)C.ClC(Cl)(O[C:12](=[O:18])[O:13][C:14](Cl)(Cl)Cl)Cl.[NH2:20][C:21]1[CH:26]=[C:25]([C:27]([CH3:29])=[O:28])[CH:24]=[CH:23]C=1O.Cl, predict the reaction product. The product is: [CH3:29][C:27]([C:25]1[CH:24]=[CH:23][C:14]2[O:13][C:12](=[O:18])[NH:20][C:21]=2[CH:26]=1)=[O:28]. (5) Given the reactants [Li+].[OH-].[CH2:3]1COCC1.[Cl:8][C:9]1[CH:10]=[CH:11][C:12]([CH2:31][NH:32][C:33]2[CH:38]=[CH:37][C:36]([C:39]3[CH:44]=[CH:43][C:42]([F:45])=[C:41](F)[CH:40]=3)=[CH:35][CH:34]=2)=[C:13]([C:15]2[CH:16]=[CH:17][C:18]([C:21]([NH:23][CH2:24][CH2:25][C:26]([O:28]CC)=[O:27])=[O:22])=[N:19][CH:20]=2)[CH:14]=1.Cl, predict the reaction product. The product is: [Cl:8][C:9]1[CH:10]=[CH:11][C:12]([CH2:31][NH:32][C:33]2[CH:38]=[CH:37][C:36]([C:39]3[CH:44]=[CH:43][C:42]([F:45])=[C:41]([CH3:3])[CH:40]=3)=[CH:35][CH:34]=2)=[C:13]([C:15]2[CH:16]=[CH:17][C:18]([C:21]([NH:23][CH2:24][CH2:25][C:26]([OH:28])=[O:27])=[O:22])=[N:19][CH:20]=2)[CH:14]=1. (6) Given the reactants [C:1]1(=[O:7])[O:6][C:4](=[O:5])[CH:3]=[CH:2]1.[CH3:8][C:9](OOC(C)(C)C)([CH2:11][CH2:12][C:13](C)(OOC(C)(C)C)C)[CH3:10], predict the reaction product. The product is: [CH3:8][CH:9]([CH3:10])[CH2:11][CH:12]=[CH2:13].[C:4]1(=[O:5])[O:6][C:1](=[O:7])[CH:2]=[CH:3]1. (7) Given the reactants [Cl:1][C:2]1[CH:7]=[CH:6][CH:5]=[C:4]([Cl:8])[C:3]=1[C:9]1[C:13]([CH2:14][O:15][C:16]2[CH:21]=[CH:20][C:19]([S:22][C:23]3[C:28]4[CH:29]=[C:30]([C:32]([O:34]C)=[O:33])[S:31][C:27]=4[CH:26]=[CH:25][CH:24]=3)=[CH:18][CH:17]=2)=[C:12]([CH:36]([CH3:38])[CH3:37])[O:11][N:10]=1.[OH-].[Li+].O1CCCC1, predict the reaction product. The product is: [Cl:1][C:2]1[CH:7]=[CH:6][CH:5]=[C:4]([Cl:8])[C:3]=1[C:9]1[C:13]([CH2:14][O:15][C:16]2[CH:17]=[CH:18][C:19]([S:22][C:23]3[C:28]4[CH:29]=[C:30]([C:32]([OH:34])=[O:33])[S:31][C:27]=4[CH:26]=[CH:25][CH:24]=3)=[CH:20][CH:21]=2)=[C:12]([CH:36]([CH3:38])[CH3:37])[O:11][N:10]=1.